Task: Predict the product of the given reaction.. Dataset: Forward reaction prediction with 1.9M reactions from USPTO patents (1976-2016) (1) Given the reactants Cl.[Cl:2][C:3]1[CH:4]=[N:5][N:6]([C:8]2[CH:22]=[CH:21][C:11]([O:12][CH2:13][C@H:14]3[CH2:19][CH2:18][O:17][CH2:16][C@@H:15]3[NH2:20])=[C:10]([F:23])[CH:9]=2)[CH:7]=1.[CH3:24][S:25](Cl)(=[O:27])=[O:26], predict the reaction product. The product is: [Cl:2][C:3]1[CH:4]=[N:5][N:6]([C:8]2[CH:22]=[CH:21][C:11]([O:12][CH2:13][C@H:14]3[CH2:19][CH2:18][O:17][CH2:16][C@@H:15]3[NH:20][S:25]([CH3:24])(=[O:27])=[O:26])=[C:10]([F:23])[CH:9]=2)[CH:7]=1. (2) The product is: [F:1][C:2]1[CH:7]=[CH:6][CH:5]=[C:4]([F:8])[C:3]=1[N:9]1[C:14]2[N:15]=[C:16]([NH:48][CH:46]3[CH2:47][C:42]([CH3:51])([CH3:41])[NH:43][C:44]([CH3:50])([CH3:49])[CH2:45]3)[N:17]=[C:18]([C:19]3[CH:20]=[C:21]([CH:25]=[CH:26][C:27]=3[CH3:28])[C:22]([NH:40][CH2:39][CH2:38][C:32]3[CH:37]=[CH:36][CH:35]=[CH:34][CH:33]=3)=[O:24])[C:13]=2[CH:12]=[CH:11][C:10]1=[O:31]. Given the reactants [F:1][C:2]1[CH:7]=[CH:6][CH:5]=[C:4]([F:8])[C:3]=1[N:9]1[C:14]2[N:15]=[C:16](SC)[N:17]=[C:18]([C:19]3[CH:20]=[C:21]([CH:25]=[CH:26][C:27]=3[CH3:28])[C:22]([OH:24])=O)[C:13]=2[CH:12]=[CH:11][C:10]1=[O:31].[C:32]1([CH2:38][CH2:39][NH2:40])[CH:37]=[CH:36][CH:35]=[CH:34][CH:33]=1.[CH3:41][C:42]1([CH3:51])[CH2:47][CH:46]([NH2:48])[CH2:45][C:44]([CH3:50])([CH3:49])[NH:43]1, predict the reaction product. (3) Given the reactants [Br:1][C:2]1[CH:3]=[C:4]([O:11][Si:12]([C:15]([CH3:18])([CH3:17])[CH3:16])([CH3:14])[CH3:13])[CH:5]=[CH:6][C:7]=1[N+:8]([O-])=O.[CH:19]([Mg]Br)=[CH2:20].[NH4+].[Cl-], predict the reaction product. The product is: [Br:1][C:2]1[CH:3]=[C:4]([O:11][Si:12]([C:15]([CH3:18])([CH3:17])[CH3:16])([CH3:14])[CH3:13])[CH:5]=[C:6]2[C:7]=1[NH:8][CH:20]=[CH:19]2. (4) Given the reactants [CH3:1][C:2]([CH3:10])=[CH:3][C@@H:4]1[CH2:8][NH:7][C:6](=[O:9])[CH2:5]1, predict the reaction product. The product is: [CH2:3]([C@@H:4]1[CH2:8][NH:7][C:6](=[O:9])[CH2:5]1)[CH:2]([CH3:10])[CH3:1]. (5) Given the reactants [C:1]([O:5]N[C@H](CO)C(O)=O)([CH3:4])([CH3:3])[CH3:2].C[N:14]1[CH2:19][CH2:18][O:17]C[CH2:15]1.Cl[C:21](OCC(C)C)=[O:22].[CH2:28]([NH2:35])[C:29]1[CH:34]=[CH:33][CH:32]=[CH:31][CH:30]=1.C(OCC)(=[O:38])C, predict the reaction product. The product is: [CH2:28]([NH:35][C:21](=[O:22])[C@H:19]([NH:14][C:15]([O:5][C:1]([CH3:2])([CH3:3])[CH3:4])=[O:38])[CH2:18][OH:17])[C:29]1[CH:34]=[CH:33][CH:32]=[CH:31][CH:30]=1. (6) Given the reactants [Br:1][C:2]1[CH:7]=[CH:6][C:5]([SH:8])=[CH:4][CH:3]=1.C(N(CC)CC)C.[CH3:16][O:17][CH2:18]Cl, predict the reaction product. The product is: [Br:1][C:2]1[CH:7]=[CH:6][C:5]([S:8][CH2:16][O:17][CH3:18])=[CH:4][CH:3]=1.